This data is from Forward reaction prediction with 1.9M reactions from USPTO patents (1976-2016). The task is: Predict the product of the given reaction. (1) Given the reactants [F:1][C:2]([F:17])([F:16])[C:3]1[C:7]2[CH:8]=[CH:9][C:10]([OH:15])=[C:11]([CH2:12][CH2:13][CH3:14])[C:6]=2[O:5][N:4]=1.[Br:18][CH2:19][CH2:20]Br.[OH-].[Na+], predict the reaction product. The product is: [Br:18][CH2:19][CH2:20][O:15][C:10]1[CH:9]=[CH:8][C:7]2[C:3]([C:2]([F:1])([F:16])[F:17])=[N:4][O:5][C:6]=2[C:11]=1[CH2:12][CH2:13][CH3:14]. (2) Given the reactants [CH:1]([O:4][C:5]1[CH:9]=[C:8]([CH2:10][CH2:11][C:12]([O:14][CH2:15][CH3:16])=[O:13])[NH:7][N:6]=1)([CH3:3])[CH3:2].[H-].[Na+].[Cl:19][C:20]1[CH:27]=[C:26]([C:28]([F:31])([F:30])[F:29])[CH:25]=[CH:24][C:21]=1[CH2:22]Br.Cl, predict the reaction product. The product is: [Cl:19][C:20]1[CH:27]=[C:26]([C:28]([F:29])([F:30])[F:31])[CH:25]=[CH:24][C:21]=1[CH2:22][N:7]1[C:8]([CH2:10][CH2:11][C:12]([O:14][CH2:15][CH3:16])=[O:13])=[CH:9][C:5]([O:4][CH:1]([CH3:3])[CH3:2])=[N:6]1.